From a dataset of Reaction yield outcomes from USPTO patents with 853,638 reactions. Predict the reaction yield, written as a fraction of the theoretical maximum amount of product (1.0 means a 100% yield; for example, 0.34 means a 34% yield). (1) The reactants are [CH3:1][N:2]([CH3:35])[C:3]1[CH:8]=[CH:7][C:6]([NH:9][S:10]([C:13]2[CH:14]=[C:15]([S:19]([NH:22][CH2:23][CH:24]3[CH2:29][CH2:28][NH:27][CH2:26][CH2:25]3)(=[O:21])=[O:20])[CH:16]=[CH:17][CH:18]=2)(=[O:12])=[O:11])=[CH:5][C:4]=1[C:30]1[O:31][CH:32]=[CH:33][CH:34]=1.[C:36](O)(=[O:40])[CH2:37][CH2:38][CH3:39].CN(C(ON1N=NC2C=CC=CC1=2)=[N+](C)C)C.F[P-](F)(F)(F)(F)F.C(N(CC)C(C)C)(C)C. The catalyst is CN(C)C=O.O. The product is [CH3:1][N:2]([CH3:35])[C:3]1[CH:8]=[CH:7][C:6]([NH:9][S:10]([C:13]2[CH:14]=[C:15]([S:19]([NH:22][CH2:23][CH:24]3[CH2:29][CH2:28][N:27]([C:36](=[O:40])[CH2:37][CH2:38][CH3:39])[CH2:26][CH2:25]3)(=[O:21])=[O:20])[CH:16]=[CH:17][CH:18]=2)(=[O:12])=[O:11])=[CH:5][C:4]=1[C:30]1[O:31][CH:32]=[CH:33][CH:34]=1. The yield is 0.770. (2) The reactants are N12CCN(CC1)CC2.Cl[C:10]1[C:11]2[S:21][CH:20]=[CH:19][C:12]=2[NH:13][C:14](=[O:18])[C:15]=1[C:16]#[N:17].[N:22]1([C:28]([C:30]2[S:31][CH:32]=[CH:33][CH:34]=2)=[O:29])[CH2:27][CH2:26][NH:25][CH2:24][CH2:23]1. The catalyst is CC(N(C)C)=O. The product is [O:18]=[C:14]1[NH:13][C:12]2[CH:19]=[CH:20][S:21][C:11]=2[C:10]([N:25]2[CH2:26][CH2:27][N:22]([C:28]([C:30]3[S:31][CH:32]=[CH:33][CH:34]=3)=[O:29])[CH2:23][CH2:24]2)=[C:15]1[C:16]#[N:17]. The yield is 0.890. (3) The reactants are CN(C(ON1N=NC2C=CC=NC1=2)=[N+](C)C)C.F[P-](F)(F)(F)(F)F.[F:25][C:26]([F:55])([F:54])[C:27]1[N:31]2[N:32]=[C:33]([N:36]3[CH2:41][CH2:40][CH:39]([C:42]4[C:50]5[C:45](=[CH:46][CH:47]=[C:48]([C:51]([OH:53])=O)[CH:49]=5)[NH:44][CH:43]=4)[CH2:38][CH2:37]3)[CH:34]=[CH:35][C:30]2=[N:29][N:28]=1.[CH3:56][NH:57][CH2:58][CH2:59][OH:60].CCN(C(C)C)C(C)C. The catalyst is CN(C=O)C. The product is [OH:60][CH2:59][CH2:58][N:57]([CH3:56])[C:51]([C:48]1[CH:49]=[C:50]2[C:45](=[CH:46][CH:47]=1)[NH:44][CH:43]=[C:42]2[CH:39]1[CH2:38][CH2:37][N:36]([C:33]2[CH:34]=[CH:35][C:30]3[N:31]([C:27]([C:26]([F:25])([F:54])[F:55])=[N:28][N:29]=3)[N:32]=2)[CH2:41][CH2:40]1)=[O:53]. The yield is 0.910. (4) The reactants are I[C:2]1[N:7]=[CH:6][N:5]=[C:4]([NH2:8])[C:3]=1[NH2:9].[C:10]([C:12]1[N:16]([CH3:17])[CH:15]=[N:14][C:13]=1[C:18]1[CH:23]=[CH:22][CH:21]=[CH:20][CH:19]=1)#[CH:11].C(N(CC)CC)C. The catalyst is CN(C=O)C.[Cu]I. The product is [CH3:17][N:16]1[C:12]([C:10]#[C:11][C:2]2[N:7]=[CH:6][N:5]=[C:4]([NH2:8])[C:3]=2[NH2:9])=[C:13]([C:18]2[CH:23]=[CH:22][CH:21]=[CH:20][CH:19]=2)[N:14]=[CH:15]1. The yield is 0.760. (5) The yield is 0.130. The product is [C:26]1([C:19]2[O:20][C:21]([C:22]([F:23])([F:25])[F:24])=[C:17]([C:15]([NH:14][C:11]3[CH:12]=[CH:13][C:8]([N:2]4[CH2:7][CH2:6][N:5]([C:45]([C:32]56[CH2:41][CH:36]7[CH2:37][CH:38]([CH2:40][C:34]([C:42]([OH:44])=[O:43])([CH2:35]7)[CH2:33]5)[CH2:39]6)=[O:46])[CH2:4][CH2:3]4)=[CH:9][CH:10]=3)=[O:16])[N:18]=2)[CH:31]=[CH:30][CH:29]=[CH:28][CH:27]=1. The catalyst is CN(C=O)C.C(OCC)(=O)C. The reactants are Cl.[N:2]1([C:8]2[CH:13]=[CH:12][C:11]([NH:14][C:15]([C:17]3[N:18]=[C:19]([C:26]4[CH:31]=[CH:30][CH:29]=[CH:28][CH:27]=4)[O:20][C:21]=3[C:22]([F:25])([F:24])[F:23])=[O:16])=[CH:10][CH:9]=2)[CH2:7][CH2:6][NH:5][CH2:4][CH2:3]1.[C:32]12([C:45](O)=[O:46])[CH2:41][CH:36]3[CH2:37][CH:38]([CH2:40][C:34]([C:42]([OH:44])=[O:43])([CH2:35]3)[CH2:33]1)[CH2:39]2.C(N(CC)CC)C.F[P-](F)(F)(F)(F)F.N1(O[P+](N(C)C)(N(C)C)N(C)C)C2C=CC=CC=2N=N1.